From a dataset of Catalyst prediction with 721,799 reactions and 888 catalyst types from USPTO. Predict which catalyst facilitates the given reaction. (1) Reactant: [Si:1]([O:8][CH2:9][C:10]1[CH:15]=[C:14]([C:16]([F:19])([F:18])[F:17])[CH:13]=[CH:12][C:11]=1[C:20]1([OH:26])[CH2:25][CH2:24][CH2:23][CH2:22][CH2:21]1)([C:4]([CH3:7])([CH3:6])[CH3:5])([CH3:3])[CH3:2].[H-].[Na+].I[CH3:30]. Product: [CH3:30][O:26][C:20]1([C:11]2[CH:12]=[CH:13][C:14]([C:16]([F:17])([F:18])[F:19])=[CH:15][C:10]=2[CH2:9][O:8][Si:1]([C:4]([CH3:7])([CH3:6])[CH3:5])([CH3:3])[CH3:2])[CH2:21][CH2:22][CH2:23][CH2:24][CH2:25]1. The catalyst class is: 7. (2) Reactant: C1(C)C=CC(S(O)(=O)=O)=CC=1.[N+:12]([C:15]1[CH:16]=[C:17]2[C:21](=[CH:22][CH:23]=1)[NH:20][N:19]=[C:18]2[CH:24]=[O:25])([O-:14])=[O:13].[O:26]1[CH:31]=[CH:30][CH2:29][CH2:28][CH2:27]1. Product: [N+:12]([C:15]1[CH:16]=[C:17]2[C:21](=[CH:22][CH:23]=1)[N:20]([CH:27]1[CH2:28][CH2:29][CH2:30][CH2:31][O:26]1)[N:19]=[C:18]2[CH:24]=[O:25])([O-:14])=[O:13]. The catalyst class is: 76. (3) Reactant: CS(O[CH2:6][CH2:7][C:8]1[CH:13]=[CH:12][C:11]([NH:14][C:15]2[N:24]=[CH:23][C:22]3[CH2:21][C@@H:20]([C:25]4[CH:30]=[CH:29][C:28]([Cl:31])=[CH:27][CH:26]=4)[C:19]4[CH:32]=[CH:33][CH:34]=[CH:35][C:18]=4[C:17]=3[N:16]=2)=[CH:10][CH:9]=1)(=O)=O.[CH3:36][NH:37][CH2:38][CH2:39][CH2:40][CH3:41]. Product: [ClH:31].[CH2:38]([N:37]([CH3:36])[CH2:6][CH2:7][C:8]1[CH:13]=[CH:12][C:11]([NH:14][C:15]2[N:24]=[CH:23][C:22]3[CH2:21][C@@H:20]([C:25]4[CH:30]=[CH:29][C:28]([Cl:31])=[CH:27][CH:26]=4)[C:19]4[CH:32]=[CH:33][CH:34]=[CH:35][C:18]=4[C:17]=3[N:16]=2)=[CH:10][CH:9]=1)[CH2:39][CH2:40][CH3:41]. The catalyst class is: 66. (4) Reactant: [CH3:1][N:2]1[CH2:26][CH2:25][C:5]2[N:6]([CH2:14][CH:15]([C:19]3[CH:24]=[CH:23][N:22]=[CH:21][CH:20]=3)[C:16]([OH:18])=[O:17])[C:7]3[CH:8]=[CH:9][C:10]([CH3:13])=[CH:11][C:12]=3[C:4]=2[CH2:3]1.[CH3:27][C:28](OC(OC(O[C:28]([CH3:30])([CH3:29])[CH3:27])=O)=O)([CH3:30])[CH3:29].C(O)(C)(C)C.C(O)(=O)CC(CC(O)=O)(C(O)=O)O. Product: [CH3:1][N:2]1[CH2:26][CH2:25][C:5]2[N:6]([CH2:14][CH:15]([C:19]3[CH:20]=[CH:21][N:22]=[CH:23][CH:24]=3)[C:16]([O:18][C:28]([CH3:30])([CH3:29])[CH3:27])=[O:17])[C:7]3[CH:8]=[CH:9][C:10]([CH3:13])=[CH:11][C:12]=3[C:4]=2[CH2:3]1. The catalyst class is: 383. (5) Reactant: [Cl:1][C:2]1[C:16]([F:17])=[CH:15][CH:14]=[C:13]([Cl:18])[C:3]=1[CH2:4][O:5][C:6]1[C:7]([NH2:12])=[N:8][CH:9]=[CH:10][CH:11]=1.C1C(=O)N([Br:26])C(=O)C1. Product: [Br:26][C:10]1[CH:11]=[C:6]([O:5][CH2:4][C:3]2[C:13]([Cl:18])=[CH:14][CH:15]=[C:16]([F:17])[C:2]=2[Cl:1])[C:7]([NH2:12])=[N:8][CH:9]=1. The catalyst class is: 10. (6) Reactant: [CH3:1][O:2][C:3]1[CH:8]=[CH:7][C:6](B(O)O)=[CH:5][N:4]=1.Br[C:13]1[CH:14]=[C:15]([CH:17]=[CH:18][CH:19]=1)[NH2:16].C([O-])([O-])=O.[Na+].[Na+]. Product: [CH3:1][O:2][C:3]1[N:4]=[CH:5][C:6]([C:13]2[CH:14]=[C:15]([NH2:16])[CH:17]=[CH:18][CH:19]=2)=[CH:7][CH:8]=1. The catalyst class is: 104. (7) Reactant: Br[C:2]1[C:10]2[C:5](=[CH:6][CH:7]=[C:8]([CH:11]3[C:16]([C:17]#[N:18])=[C:15]([CH3:19])[NH:14][C:13]4[CH2:20][O:21][C:22](=[O:23])[C:12]3=4)[CH:9]=2)[NH:4][N:3]=1.[CH3:24][CH:25]([O:27][C:28]1[N:33]=[CH:32][C:31](B(O)O)=[CH:30][CH:29]=1)[CH3:26].C(=O)(O)[O-].[Na+]. Product: [CH3:19][C:15]1[NH:14][C:13]2[CH2:20][O:21][C:22](=[O:23])[C:12]=2[CH:11]([C:8]2[CH:9]=[C:10]3[C:5](=[CH:6][CH:7]=2)[NH:4][N:3]=[C:2]3[C:31]2[CH:32]=[N:33][C:28]([O:27][CH:25]([CH3:26])[CH3:24])=[CH:29][CH:30]=2)[C:16]=1[C:17]#[N:18]. The catalyst class is: 77. (8) Reactant: [C@@H:1]12[N:8]([C:9]([O:11][C:12]([CH3:15])([CH3:14])[CH3:13])=[O:10])[C@@H:5]([CH2:6][CH2:7]1)[CH2:4][NH:3][CH2:2]2.[Cl:16][C:17]1[N:22]=[C:21](Cl)[CH:20]=[CH:19][N:18]=1. Product: [Cl:16][C:17]1[N:22]=[C:21]([N:3]2[CH2:4][C@H:5]3[N:8]([C:9]([O:11][C:12]([CH3:15])([CH3:14])[CH3:13])=[O:10])[C@H:1]([CH2:7][CH2:6]3)[CH2:2]2)[CH:20]=[CH:19][N:18]=1. The catalyst class is: 5.